From a dataset of Forward reaction prediction with 1.9M reactions from USPTO patents (1976-2016). Predict the product of the given reaction. (1) Given the reactants [C:1]([C:4]1[CH:9]=[CH:8][C:7]([B:10]([OH:12])[OH:11])=[CH:6][CH:5]=1)([OH:3])=O.C(Cl)(=O)C(Cl)=O.[OH:19][C:20]([CH3:24])([CH3:23])[CH2:21][NH2:22].C(N(CC)CC)C, predict the reaction product. The product is: [OH:19][C:20]([CH3:24])([CH3:23])[CH2:21][NH:22][C:1]([C:4]1[CH:9]=[CH:8][C:7]([B:10]([OH:12])[OH:11])=[CH:6][CH:5]=1)=[O:3]. (2) Given the reactants [C:1]([O:5][C:6]([NH:8][C@@H:9]([C:20]([CH3:24])([CH3:23])[CH2:21][OH:22])[C:10]([O:12][CH2:13][C:14]1[CH:19]=[CH:18][CH:17]=[CH:16][CH:15]=1)=[O:11])=[O:7])([CH3:4])([CH3:3])[CH3:2].[C:25](OC(=O)C)(=[O:27])[CH3:26], predict the reaction product. The product is: [C:25]([O:22][CH2:21][C:20]([CH3:24])([CH3:23])[C@H:9]([NH:8][C:6]([O:5][C:1]([CH3:4])([CH3:3])[CH3:2])=[O:7])[C:10]([O:12][CH2:13][C:14]1[CH:15]=[CH:16][CH:17]=[CH:18][CH:19]=1)=[O:11])(=[O:27])[CH3:26]. (3) Given the reactants [CH3:1][CH:2]([C:7](=[O:10])[CH2:8][CH3:9])[C:3]([O:5][CH3:6])=[O:4].C(Cl)(Cl)Cl.[Br:15]Br, predict the reaction product. The product is: [Br:15][CH:8]([CH3:9])[C:7](=[O:10])[CH:2]([CH3:1])[C:3]([O:5][CH3:6])=[O:4]. (4) Given the reactants Br[C:2]1[CH:3]=[N:4][CH:5]=[N:6][CH:7]=1.[Li]CCCC.[CH:13]1([C:19]2([CH3:30])[C:23](=[O:24])[N:22]([CH2:25][CH:26]=[O:27])[C:21](=[O:28])[N:20]2[CH3:29])[CH2:18][CH2:17][CH2:16][CH2:15][CH2:14]1, predict the reaction product. The product is: [CH:13]1([C:19]2([CH3:30])[N:20]([CH3:29])[C:21](=[O:28])[N:22]([CH2:25][CH:26]([OH:27])[C:2]3[CH:3]=[N:4][CH:5]=[N:6][CH:7]=3)[C:23]2=[O:24])[CH2:14][CH2:15][CH2:16][CH2:17][CH2:18]1. (5) The product is: [CH2:27]([O:28][NH:24][CH2:23][CH2:16][CH2:17][CH2:12][CH2:13][CH2:14][CH3:15])[C:12]1[CH:13]=[CH:14][CH:15]=[CH:16][CH:17]=1. Given the reactants CN([C:12]1[CH:17]=[CH:16][C:15](N=N[C:12]2[CH:13]=[CH:14][C:15](S(O)(=O)=O)=[CH:16][CH:17]=2)=[CH:14][CH:13]=1)C.[BH3-][C:23]#[N:24].[Na+].Cl.[CH3:27][OH:28], predict the reaction product. (6) Given the reactants [C:1]([C:3]1[CH:11]=[CH:10][C:6]([C:7](O)=[O:8])=[CH:5][C:4]=1[F:12])#[N:2].S(Cl)([Cl:15])=O, predict the reaction product. The product is: [C:1]([C:3]1[CH:11]=[CH:10][C:6]([C:7]([Cl:15])=[O:8])=[CH:5][C:4]=1[F:12])#[N:2].